This data is from Ames mutagenicity test results for genotoxicity prediction. The task is: Regression/Classification. Given a drug SMILES string, predict its toxicity properties. Task type varies by dataset: regression for continuous values (e.g., LD50, hERG inhibition percentage) or binary classification for toxic/non-toxic outcomes (e.g., AMES mutagenicity, cardiotoxicity, hepatotoxicity). Dataset: ames. The molecule is CC(=O)Nc1ccc2c(c1)Cc1cc(O)ccc1-2. The result is 1 (mutagenic).